This data is from Peptide-MHC class I binding affinity with 185,985 pairs from IEDB/IMGT. The task is: Regression. Given a peptide amino acid sequence and an MHC pseudo amino acid sequence, predict their binding affinity value. This is MHC class I binding data. (1) The peptide sequence is ELFARSSDPR. The MHC is HLA-A02:01 with pseudo-sequence HLA-A02:01. The binding affinity (normalized) is 0.0847. (2) The peptide sequence is MWYWGPSLY. The MHC is HLA-A02:06 with pseudo-sequence HLA-A02:06. The binding affinity (normalized) is 0. (3) The peptide sequence is KIRNRIERL. The binding affinity (normalized) is 0.0847. The MHC is HLA-B44:02 with pseudo-sequence HLA-B44:02. (4) The MHC is Mamu-B08 with pseudo-sequence Mamu-B08. The peptide sequence is KRRWRRRWQQL. The binding affinity (normalized) is 0.697. (5) The peptide sequence is ILIYNGWYA. The MHC is HLA-B44:02 with pseudo-sequence HLA-B44:02. The binding affinity (normalized) is 0.